This data is from Catalyst prediction with 721,799 reactions and 888 catalyst types from USPTO. The task is: Predict which catalyst facilitates the given reaction. Reactant: [Cl:1][C:2]1[S:6][C:5]([C:7]([OH:9])=[O:8])=[C:4]([Si:10]([CH3:13])([CH3:12])[CH3:11])[CH:3]=1.S(Cl)([Cl:16])=O.Cl.[CH:19]([NH:22][OH:23])([CH3:21])[CH3:20].C([O-])(O)=O.[Na+]. Product: [Cl:1][C:2]1[S:6][C:5]([C:7]([Cl:16])=[O:8])=[C:4]([Si:10]([CH3:13])([CH3:12])[CH3:11])[CH:3]=1.[Cl:1][C:2]1[S:6][C:5]([C:7]([N:22]([OH:23])[CH:19]([CH3:21])[CH3:20])=[O:9])=[C:4]([Si:10]([CH3:13])([CH3:12])[CH3:11])[CH:3]=1. The catalyst class is: 34.